Dataset: NCI-60 drug combinations with 297,098 pairs across 59 cell lines. Task: Regression. Given two drug SMILES strings and cell line genomic features, predict the synergy score measuring deviation from expected non-interaction effect. Drug 1: C1CN1P(=S)(N2CC2)N3CC3. Drug 2: C1CN(P(=O)(OC1)NCCCl)CCCl. Cell line: RPMI-8226. Synergy scores: CSS=29.2, Synergy_ZIP=-6.91, Synergy_Bliss=-3.11, Synergy_Loewe=-40.1, Synergy_HSA=-2.80.